Task: Predict the product of the given reaction.. Dataset: Forward reaction prediction with 1.9M reactions from USPTO patents (1976-2016) (1) Given the reactants [C:1]([O:5][CH2:6][CH2:7][CH2:8][OH:9])(=[O:4])[CH:2]=[CH2:3].C(N([CH2:15][CH3:16])CC)C.[C:17](Cl)(=[O:21])[C:18](Cl)=[O:19], predict the reaction product. The product is: [C:1]([O:5][CH2:6][CH2:7][CH2:8][O:9][C:17](=[O:21])[C:18]([O:9][CH2:8][CH2:7][CH2:6][O:5][C:1](=[O:4])[CH:15]=[CH2:16])=[O:19])(=[O:4])[CH:2]=[CH2:3]. (2) Given the reactants [NH2:1][C:2]1[CH:7]=[C:6]([O:8][C:9]2[CH:14]=[CH:13][C:12]([NH:15][C:16](=[O:25])[O:17][CH2:18][C:19]3[CH:24]=[CH:23][CH:22]=[CH:21][CH:20]=3)=[C:11]([F:26])[CH:10]=2)[CH:5]=[CH:4][N:3]=1.ClC([O:30][C:31]1C=CC=CC=1)=O.Cl.[CH3:38][NH:39][CH3:40], predict the reaction product. The product is: [CH3:38][N:39]([CH3:40])[C:31](=[O:30])[NH:1][C:2]1[CH:7]=[C:6]([O:8][C:9]2[CH:14]=[CH:13][C:12]([NH:15][C:16](=[O:25])[O:17][CH2:18][C:19]3[CH:24]=[CH:23][CH:22]=[CH:21][CH:20]=3)=[C:11]([F:26])[CH:10]=2)[CH:5]=[CH:4][N:3]=1. (3) Given the reactants I[C:2]1[CH:7]=[CH:6][CH:5]=[CH:4][C:3]=1[C:8]([F:11])([F:10])[F:9].[Li]CCCC.[CH2:17]1[O:20][CH:18]1[CH3:19], predict the reaction product. The product is: [F:9][C:8]([F:11])([F:10])[C:3]1[CH:4]=[CH:5][CH:6]=[CH:7][C:2]=1[CH2:17][CH:18]([OH:20])[CH3:19]. (4) Given the reactants [Br:1][C:2]1[CH:15]=[C:14]2[C:5]([CH2:6][C:7]3([C:13]2=O)[CH2:12][CH2:11][O:10][CH2:9][CH2:8]3)=[CH:4][CH:3]=1.[CH3:17][C:18]([S:21]([NH2:23])=[O:22])([CH3:20])[CH3:19].CO.C([O-])(O)=O.[Na+], predict the reaction product. The product is: [Br:1][C:2]1[CH:15]=[C:14]2[C:5](=[CH:4][CH:3]=1)[CH2:6][C:7]1([CH2:12][CH2:11][O:10][CH2:9][CH2:8]1)[C:13]2=[N:23][S:21]([C:18]([CH3:20])([CH3:19])[CH3:17])=[O:22]. (5) Given the reactants [N-:1]=[N+]=[N-].N1[CH:9]=[CH:8][CH:7]=[CH:6][CH:5]=1.Cl[C:11]([O:13][C:14]1C=CC=CC=1)=[O:12].C1(P([C:33]2[CH:38]=[CH:37]C=CC=2)C2C=CC=CC=2)C=CC=CC=1.[C:39]([O:42][CH2:43][CH3:44])(=[O:41])[CH3:40], predict the reaction product. The product is: [CH2:43]([O:42][C:39]([C@@H:40]1[C@H:14]([CH:38]([CH3:37])[CH3:33])[O:13][C:11](=[O:12])[NH:1]1)=[O:41])[C:44]1[CH:5]=[CH:6][CH:7]=[CH:8][CH:9]=1.